This data is from Forward reaction prediction with 1.9M reactions from USPTO patents (1976-2016). The task is: Predict the product of the given reaction. Given the reactants O1CC[CH2:3][CH2:2]1.[C:6]([O:10][C:11](=[O:47])[N:12]([CH2:36][C:37]1[CH:46]=[CH:45][C:40]2[O:41][CH2:42][CH2:43][O:44][C:39]=2[CH:38]=1)[CH:13]1[CH2:18][CH2:17][N:16]([CH2:19][CH2:20][N:21]2[C:30]3[C:25](=[C:26]([CH:33]=[O:34])[CH:27]=[C:28]([O:31][CH3:32])[CH:29]=3)[CH:24]=[CH:23][C:22]2=[O:35])[CH2:15][CH2:14]1)([CH3:9])([CH3:8])[CH3:7].C([Mg]Br)C.O1CCCC1.[Cl-].[NH4+], predict the reaction product. The product is: [C:6]([O:10][C:11](=[O:47])[N:12]([CH2:36][C:37]1[CH:46]=[CH:45][C:40]2[O:41][CH2:42][CH2:43][O:44][C:39]=2[CH:38]=1)[CH:13]1[CH2:14][CH2:15][N:16]([CH2:19][CH2:20][N:21]2[C:30]3[C:25](=[C:26]([CH:33]([OH:34])[CH2:2][CH3:3])[CH:27]=[C:28]([O:31][CH3:32])[CH:29]=3)[CH:24]=[CH:23][C:22]2=[O:35])[CH2:17][CH2:18]1)([CH3:9])([CH3:7])[CH3:8].